From a dataset of Full USPTO retrosynthesis dataset with 1.9M reactions from patents (1976-2016). Predict the reactants needed to synthesize the given product. The reactants are: [CH2:1]([O:3][C:4](=[O:38])[CH2:5][C:6]1[CH:11]=[CH:10][C:9]([OH:12])=[C:8]([O:13][C:14]2[CH:19]=[CH:18][C:17]([C:20]([F:23])([F:22])[F:21])=[CH:16][C:15]=2[CH2:24][N:25]2[C@H:29]([CH3:30])[C@H:28]([C:31]3[CH:36]=[CH:35][CH:34]=[CH:33][CH:32]=3)[O:27][C:26]2=[O:37])[CH:7]=1)[CH3:2].[CH2:39](Br)[C:40]1[CH:45]=[CH:44][CH:43]=[CH:42][CH:41]=1. Given the product [CH2:1]([O:3][C:4](=[O:38])[CH2:5][C:6]1[CH:11]=[CH:10][C:9]([O:12][CH2:39][C:40]2[CH:45]=[CH:44][CH:43]=[CH:42][CH:41]=2)=[C:8]([O:13][C:14]2[CH:19]=[CH:18][C:17]([C:20]([F:22])([F:23])[F:21])=[CH:16][C:15]=2[CH2:24][N:25]2[C@H:29]([CH3:30])[C@H:28]([C:31]3[CH:32]=[CH:33][CH:34]=[CH:35][CH:36]=3)[O:27][C:26]2=[O:37])[CH:7]=1)[CH3:2], predict the reactants needed to synthesize it.